Task: Predict the reactants needed to synthesize the given product.. Dataset: Retrosynthesis with 50K atom-mapped reactions and 10 reaction types from USPTO (1) Given the product CC1(C)OB(c2cnn(CCCN3CCOCC3)c2)OC1(C)C, predict the reactants needed to synthesize it. The reactants are: CC1(C)OB(c2cn[nH]c2)OC1(C)C.ClCCCN1CCOCC1. (2) Given the product O=C(OCc1ccccc1)N1CCC(c2nnn[nH]2)CC1, predict the reactants needed to synthesize it. The reactants are: N#CC1CCN(C(=O)OCc2ccccc2)CC1.[N-]=[N+]=[N-]. (3) Given the product CSc1nc(C)c(CCN2CC=C(c3c[nH]c4ccccc34)CC2)c(=O)n1C, predict the reactants needed to synthesize it. The reactants are: C1=C(c2c[nH]c3ccccc23)CCNC1.CSc1nc(C)c(CCCl)c(=O)n1C. (4) The reactants are: C#C[Si](C)(C)C.Nc1nc(-c2cccc(F)c2)c(-c2ccncc2)cc1Br. Given the product C[Si](C)(C)C#Cc1cc(-c2ccncc2)c(-c2cccc(F)c2)nc1N, predict the reactants needed to synthesize it. (5) Given the product COc1cc2[nH]c(=O)c(C(=O)Nc3cc(C(=O)O)ccc3Cl)cc2cn1, predict the reactants needed to synthesize it. The reactants are: COC(=O)c1ccc(Cl)c(NC(=O)c2cc3cnc(OC)cc3[nH]c2=O)c1. (6) Given the product COc1ccc(CCCC2CO2)cc1, predict the reactants needed to synthesize it. The reactants are: C=CCCCc1ccc(OC)cc1.O=C(OO)c1cccc(Cl)c1. (7) Given the product NC1=NC(c2ccc(C(F)(F)F)nc2)(c2cccc(-c3cncnc3)c2)c2ccccc21, predict the reactants needed to synthesize it. The reactants are: NC1=NC(c2ccc(C(F)(F)F)nc2)(c2cccc(Br)c2)c2ccccc21.OB(O)c1cncnc1. (8) Given the product O=C(O)CCc1ccc(F)cc1F, predict the reactants needed to synthesize it. The reactants are: O=C(O)C=Cc1ccc(F)cc1F. (9) Given the product CC(C)(C)OC(=O)C1(CO)CCCC1, predict the reactants needed to synthesize it. The reactants are: CC(C)(C)OC(=O)C1(C(=O)O)CCCC1. (10) Given the product Oc1cc2c(cc1O)C(COc1ccc(Cl)cc1)NCC2, predict the reactants needed to synthesize it. The reactants are: COc1cc2c(cc1O)CCNC2COc1ccc(Cl)cc1.